From a dataset of Forward reaction prediction with 1.9M reactions from USPTO patents (1976-2016). Predict the product of the given reaction. (1) Given the reactants [C:1]([OH:8])(=[O:7])[CH2:2][CH2:3][C:4]([CH3:6])=[O:5].[CH:9](=O)[C:10]1[O:14][CH:13]=[CH:12][CH:11]=1.S(=O)(=O)(O)O, predict the reaction product. The product is: [C:1]([O:8][CH2:9][CH2:10][CH2:11][CH2:12][CH3:13])(=[O:7])[CH2:2][CH2:3][C:4]([CH3:6])=[O:5].[CH:13]([O:8][CH2:1][CH2:2][CH2:3][CH2:4][CH3:6])=[O:14]. (2) Given the reactants [Cl:1][C:2]1[C:11]2[C:6](=[CH:7][C:8]([O:14][CH:15]3[CH2:20][CH2:19][N:18](C(OC(C)(C)C)=O)[CH2:17][CH2:16]3)=[C:9]([O:12][CH3:13])[CH:10]=2)[N:5]=[CH:4][N:3]=1.[Br:28][C:29]1[CH:30]=[C:31]([CH:33]=[CH:34][CH:35]=1)[NH2:32].Cl.ClC1C=C(NC2C3C(=CC(OC4CCNCC4)=C(OC)C=3)N=CN=2)C=CC=1F, predict the reaction product. The product is: [ClH:1].[Br:28][C:29]1[CH:30]=[C:31]([NH:32][C:2]2[C:11]3[C:6](=[CH:7][C:8]([O:14][CH:15]4[CH2:16][CH2:17][NH:18][CH2:19][CH2:20]4)=[C:9]([O:12][CH3:13])[CH:10]=3)[N:5]=[CH:4][N:3]=2)[CH:33]=[CH:34][CH:35]=1. (3) Given the reactants Br[C:2]1[CH:7]=[CH:6][C:5]([C:8]2[N:9]([CH2:15][C@@H:16]3[CH2:20][CH2:19][N:18]([C:21]([CH:23]4[CH2:25][CH2:24]4)=[O:22])[CH2:17]3)[C:10](=[O:14])[N:11]([CH3:13])[N:12]=2)=[C:4]([F:26])[CH:3]=1.[F:27][C:28]1[CH:33]=[C:32]([O:34][CH3:35])[C:31]([F:36])=[CH:30][C:29]=1B(O)O.C([O-])([O-])=O.[K+].[K+].O1CCOCC1, predict the reaction product. The product is: [CH:23]1([C:21]([N:18]2[CH2:19][CH2:20][C@@H:16]([CH2:15][N:9]3[C:8]([C:5]4[CH:6]=[CH:7][C:2]([C:29]5[CH:30]=[C:31]([F:36])[C:32]([O:34][CH3:35])=[CH:33][C:28]=5[F:27])=[CH:3][C:4]=4[F:26])=[N:12][N:11]([CH3:13])[C:10]3=[O:14])[CH2:17]2)=[O:22])[CH2:25][CH2:24]1. (4) Given the reactants [S:1]1[CH:5]=[CH:4][CH:3]=[C:2]1[C:6]#[N:7].C1[CH2:12][O:11]CC1.[Li].CCCCCCC.C1C[O:24]CC1.C(C1C=CC=CC=1)C, predict the reaction product. The product is: [C:6]([C:2]1[S:1][C:5]([C:12]([OH:11])=[O:24])=[CH:4][CH:3]=1)#[N:7]. (5) Given the reactants CC1(C)C(C)(C)OB([C:9]2[C:22]3[C:23]4=[C:24]5[C:19](=[CH:20][CH:21]=3)[CH:18]=[CH:17][C:16]([C:25]3[C:34]6[C:29](=[CH:30][CH:31]=[CH:32][CH:33]=6)[CH:28]=[CH:27][CH:26]=3)=[C:15]5[CH:14]=[CH:13][C:12]4=[CH:11][CH:10]=2)O1.Br[C:37]1[CH:42]=[CH:41][C:40]([Br:43])=[CH:39][CH:38]=1.C([O-])([O-])=O.[Na+].[Na+].CCO, predict the reaction product. The product is: [Br:43][C:40]1[CH:41]=[CH:42][C:37]([C:9]2[C:22]3[C:23]4=[C:24]5[C:19](=[CH:20][CH:21]=3)[CH:18]=[CH:17][C:16]([C:25]3[C:34]6[C:29](=[CH:30][CH:31]=[CH:32][CH:33]=6)[CH:28]=[CH:27][CH:26]=3)=[C:15]5[CH:14]=[CH:13][C:12]4=[CH:11][CH:10]=2)=[CH:38][CH:39]=1. (6) Given the reactants [CH3:1][O:2][C:3](=[O:26])[C:4]1[C:5](=[CH:10][C:11]([CH2:14][N:15]2[C:23](=[O:24])C3C(=CC=CC=3)C2=O)=[CH:12][CH:13]=1)[C:6]([O:8][CH3:9])=[O:7].[OH2:27].NN, predict the reaction product. The product is: [CH3:1][O:2][C:3](=[O:26])[C:4]1[C:5](=[CH:10][C:11]([CH2:14][NH:15][C:23]([O:24][C:4]([CH3:5])([CH3:13])[CH3:3])=[O:27])=[CH:12][CH:13]=1)[C:6]([O:8][CH3:9])=[O:7]. (7) Given the reactants [NH2:1][C:2]1[C:3]([C:20]2[O:24][C:23]([NH:25][C:26]([C@@H:28]3[CH2:33][CH2:32][CH2:31][CH2:30][N:29]3C(OCC3C=CC=CC=3)=O)=[O:27])=[N:22][N:21]=2)=[N:4][C:5]([C:8]2[CH:13]=[CH:12][C:11]([S:14]([CH:17]([CH3:19])[CH3:18])(=[O:16])=[O:15])=[CH:10][CH:9]=2)=[CH:6][N:7]=1.CCOC(C)=O, predict the reaction product. The product is: [NH2:1][C:2]1[C:3]([C:20]2[O:24][C:23]([NH:25][C:26]([C@@H:28]3[CH2:33][CH2:32][CH2:31][CH2:30][NH:29]3)=[O:27])=[N:22][N:21]=2)=[N:4][C:5]([C:8]2[CH:13]=[CH:12][C:11]([S:14]([CH:17]([CH3:18])[CH3:19])(=[O:15])=[O:16])=[CH:10][CH:9]=2)=[CH:6][N:7]=1. (8) The product is: [Br:11][C:12]1[CH:17]=[CH:16][C:15]([O:10][CH:7]2[CH2:8][CH2:9][N:4]([CH3:3])[CH2:5][CH2:6]2)=[C:14]([N+:19]([O-:21])=[O:20])[CH:13]=1. Given the reactants [H-].[Na+].[CH3:3][N:4]1[CH2:9][CH2:8][CH:7]([OH:10])[CH2:6][CH2:5]1.[Br:11][C:12]1[CH:17]=[CH:16][C:15](F)=[C:14]([N+:19]([O-:21])=[O:20])[CH:13]=1, predict the reaction product. (9) Given the reactants [Cl:1][C:2]1[CH:3]=[C:4]([C:19]2[CH:23]=[C:22]([C:24]([OH:26])=O)[NH:21][N:20]=2)[CH:5]=[C:6]([Cl:18])[C:7]=1[O:8]CC1C=CC(OC)=CC=1.CCN=C=NCCCN(C)C.Cl.OC1C=CC=C[N+]=1[O-].CN1CCOCC1.[C:54]1([CH:60]([C:64]2[CH:69]=[CH:68][CH:67]=[CH:66][CH:65]=2)[CH2:61][CH2:62][NH2:63])[CH:59]=[CH:58][CH:57]=[CH:56][CH:55]=1.FC(F)(F)C(O)=O, predict the reaction product. The product is: [Cl:18][C:6]1[CH:5]=[C:4]([C:19]2[CH:23]=[C:22]([C:24]([NH:63][CH2:62][CH2:61][CH:60]([C:54]3[CH:59]=[CH:58][CH:57]=[CH:56][CH:55]=3)[C:64]3[CH:69]=[CH:68][CH:67]=[CH:66][CH:65]=3)=[O:26])[NH:21][N:20]=2)[CH:3]=[C:2]([Cl:1])[C:7]=1[OH:8].